From a dataset of Catalyst prediction with 721,799 reactions and 888 catalyst types from USPTO. Predict which catalyst facilitates the given reaction. (1) Reactant: [C:1]([O:4][CH:5]1[CH2:22][CH2:21][C:20]2([CH3:23])[CH:7]([CH2:8][CH2:9][C:10]3([CH3:41])[CH:19]2[CH2:18][CH2:17][CH:16]2[C:11]3([CH3:40])[CH2:12][CH2:13][C:14]3([C:30]([O:32][CH2:33][C:34]4[CH:39]=[CH:38][CH:37]=[CH:36][CH:35]=4)=[O:31])[CH2:26][CH2:25][CH:24]([C:27]([CH3:29])=[CH2:28])[CH:15]32)[C:6]1([CH3:43])[CH3:42])(=[O:3])[CH3:2].[CH2:44]([Zn]CC)C.ICI. Product: [C:1]([O:4][CH:5]1[CH2:22][CH2:21][C:20]2([CH3:23])[CH:7]([CH2:8][CH2:9][C:10]3([CH3:41])[CH:19]2[CH2:18][CH2:17][CH:16]2[C:11]3([CH3:40])[CH2:12][CH2:13][C:14]3([C:30]([O:32][CH2:33][C:34]4[CH:35]=[CH:36][CH:37]=[CH:38][CH:39]=4)=[O:31])[CH2:26][CH2:25][CH:24]([C:27]4([CH3:44])[CH2:29][CH2:28]4)[CH:15]32)[C:6]1([CH3:43])[CH3:42])(=[O:3])[CH3:2]. The catalyst class is: 2. (2) Reactant: [Si:1]([O:8][C@H:9]1[CH2:13][CH2:12][NH:11][C@@H:10]1[C@@H:14]([NH:16][C:17]1[CH:22]=[CH:21][C:20]([C:23]#[N:24])=[C:19]([Cl:25])[C:18]=1[CH3:26])[CH3:15])([C:4]([CH3:7])([CH3:6])[CH3:5])([CH3:3])[CH3:2].CCN(C(C)C)C(C)C.[C:36](Cl)(Cl)=[O:37]. Product: [O:8]([C@@H:9]1[C@@H:10]2[N:11]([C:36](=[O:37])[N:16]([C:17]3[CH:22]=[CH:21][C:20]([C:23]#[N:24])=[C:19]([Cl:25])[C:18]=3[CH3:26])[C@H:14]2[CH3:15])[CH2:12][CH2:13]1)[Si:1]([C:4]([CH3:6])([CH3:7])[CH3:5])([CH3:3])[CH3:2]. The catalyst class is: 390. (3) Reactant: COC[O:4][C:5]1[CH:10]=[CH:9][CH:8]=[CH:7][C:6]=1[C:11]([C:13]1[CH:18]=[CH:17][C:16]([O:19][CH2:20][C:21]2[N:22]=[C:23]([C:27]3[CH:32]=[CH:31][CH:30]=[CH:29][CH:28]=3)[O:24][C:25]=2[CH3:26])=[CH:15][CH:14]=1)=[O:12].Cl. Product: [OH:4][C:5]1[CH:10]=[CH:9][CH:8]=[CH:7][C:6]=1[C:11]([C:13]1[CH:14]=[CH:15][C:16]([O:19][CH2:20][C:21]2[N:22]=[C:23]([C:27]3[CH:28]=[CH:29][CH:30]=[CH:31][CH:32]=3)[O:24][C:25]=2[CH3:26])=[CH:17][CH:18]=1)=[O:12]. The catalyst class is: 21. (4) Reactant: [OH:1][C:2]1[CH:7]=[C:6]([OH:8])[CH:5]=[CH:4][C:3]=1[N:9]1[C:13]([C:14]2[CH:19]=[CH:18][C:17]([F:20])=[CH:16][CH:15]=2)=[C:12]([C:21]([OH:23])=[O:22])[N:11]=[N:10]1.[CH3:24][CH2:25]O. Product: [CH2:24]([O:22][C:21]([C:12]1[N:11]=[N:10][N:9]([C:3]2[CH:4]=[CH:5][C:6]([OH:8])=[CH:7][C:2]=2[OH:1])[C:13]=1[C:14]1[CH:15]=[CH:16][C:17]([F:20])=[CH:18][CH:19]=1)=[O:23])[CH3:25]. The catalyst class is: 82. (5) Reactant: Br[C:2]1[C:3]([N:17]2[C:21]([CH3:22])=[CH:20][C:19]([C:23]([F:26])([F:25])[F:24])=[N:18]2)=[N:4][C:5]([NH:8][C:9]2[CH:14]=[CH:13][C:12]([F:15])=[C:11]([Cl:16])[CH:10]=2)=[N:6][CH:7]=1.[N:27]1[CH:32]=[CH:31][C:30]([CH:33]([O:35][C:36]2[C:41]([C:42]([O:44][CH3:45])=[O:43])=[CH:40][C:39](B3OC(C)(C)C(C)(C)O3)=[CH:38][N:37]=2)[CH3:34])=[CH:29][CH:28]=1.COC(C1C=C(B(O)O)C=NC=1OC(C1C=CN=CC=1)C)=O.B(O)O.C(Cl)Cl.C(=O)([O-])[O-].[Na+].[Na+]. Product: [Cl:16][C:11]1[CH:10]=[C:9]([NH:8][C:5]2[N:4]=[C:3]([N:17]3[C:21]([CH3:22])=[CH:20][C:19]([C:23]([F:26])([F:25])[F:24])=[N:18]3)[C:2]([C:39]3[CH:40]=[C:41]([C:42]([O:44][CH3:45])=[O:43])[C:36]([O:35][CH:33]([C:30]4[CH:31]=[CH:32][N:27]=[CH:28][CH:29]=4)[CH3:34])=[N:37][CH:38]=3)=[CH:7][N:6]=2)[CH:14]=[CH:13][C:12]=1[F:15]. The catalyst class is: 47.